Predict the product of the given reaction. From a dataset of Forward reaction prediction with 1.9M reactions from USPTO patents (1976-2016). Given the reactants O1CCCC1.C(Cl)(=O)C(Cl)=O.CC1(C)[O:17][C@@H:16]([C@H:18]2[O:22][CH:21]([OH:23])[C@H:20]3[O:24]C(C)(C)[O:26][C@@H:19]23)[CH2:15][O:14]1.C(N(CC)CC)C, predict the reaction product. The product is: [O:14]=[CH:15][C@H:16]([C@H:18]([C@@H:19]([C@@H:20]([CH2:21][OH:23])[OH:24])[OH:26])[OH:22])[OH:17].